This data is from Catalyst prediction with 721,799 reactions and 888 catalyst types from USPTO. The task is: Predict which catalyst facilitates the given reaction. Reactant: CO.[CH:3]1([C:9]2[C:17]3[C:16](=[O:18])[NH:15][C:14]([C:19]4[CH:24]=[CH:23][C:22]([N:25](S(C)(=O)=O)[S:26]([CH3:29])(=[O:28])=[O:27])=[CH:21][C:20]=4[O:34][CH3:35])=[N:13][C:12]=3[N:11]([CH3:36])[N:10]=2)[CH2:8][CH2:7][CH2:6][CH2:5][CH2:4]1.[OH-].[Na+]. Product: [CH:3]1([C:9]2[C:17]3[C:16](=[O:18])[NH:15][C:14]([C:19]4[CH:24]=[CH:23][C:22]([NH:25][S:26]([CH3:29])(=[O:27])=[O:28])=[CH:21][C:20]=4[O:34][CH3:35])=[N:13][C:12]=3[N:11]([CH3:36])[N:10]=2)[CH2:4][CH2:5][CH2:6][CH2:7][CH2:8]1. The catalyst class is: 6.